From a dataset of Forward reaction prediction with 1.9M reactions from USPTO patents (1976-2016). Predict the product of the given reaction. (1) Given the reactants [CH3:1][C:2]1[O:6][C:5]([CH:7]2[CH2:12][CH2:11][NH:10][CH2:9][CH2:8]2)=[N:4][CH:3]=1.N1([C:18]([O:20][CH2:21][C:22]2[CH:27]=[CH:26][C:25]([Cl:28])=[CH:24][C:23]=2[CH2:29][N:30]2[N:34]=[N:33][C:32]([CH3:35])=[N:31]2)=[O:19])C=CN=C1, predict the reaction product. The product is: [CH3:1][C:2]1[O:6][C:5]([CH:7]2[CH2:12][CH2:11][N:10]([C:18]([O:20][CH2:21][C:22]3[CH:27]=[CH:26][C:25]([Cl:28])=[CH:24][C:23]=3[CH2:29][N:30]3[N:34]=[N:33][C:32]([CH3:35])=[N:31]3)=[O:19])[CH2:9][CH2:8]2)=[N:4][CH:3]=1. (2) Given the reactants O.[OH-].[Li+].[F:4][C:5]([F:41])([F:40])[CH2:6][CH2:7][CH2:8][C@@H:9]([C:36]([O:38]C)=[O:37])[NH:10][C:11]([C:13]1[C:22]([NH:23][C:24]([NH:26][C:27]2[C:32]([CH3:33])=[CH:31][C:30]([CH3:34])=[CH:29][C:28]=2[CH3:35])=[O:25])=[CH:21][C:20]2[C:15](=[CH:16][CH:17]=[CH:18][CH:19]=2)[CH:14]=1)=[O:12].O.Cl, predict the reaction product. The product is: [F:4][C:5]([F:40])([F:41])[CH2:6][CH2:7][CH2:8][C@@H:9]([C:36]([OH:38])=[O:37])[NH:10][C:11]([C:13]1[C:22]([NH:23][C:24]([NH:26][C:27]2[C:28]([CH3:35])=[CH:29][C:30]([CH3:34])=[CH:31][C:32]=2[CH3:33])=[O:25])=[CH:21][C:20]2[C:15](=[CH:16][CH:17]=[CH:18][CH:19]=2)[CH:14]=1)=[O:12]. (3) Given the reactants [Cl:1][C:2]1[CH:3]=[CH:4][C:5]([F:27])=[C:6]([S:8]([NH:11][C:12]2[CH:17]=[CH:16][C:15]([C:18]3[CH:23]=[N:22][C:21]([C:24]#[N:25])=[C:20](Cl)[N:19]=3)=[CH:14][CH:13]=2)(=[O:10])=[O:9])[CH:7]=1.[NH2:28][NH2:29], predict the reaction product. The product is: [NH2:25][C:24]1[C:21]2[C:20](=[N:19][C:18]([C:15]3[CH:16]=[CH:17][C:12]([NH:11][S:8]([C:6]4[CH:7]=[C:2]([Cl:1])[CH:3]=[CH:4][C:5]=4[F:27])(=[O:10])=[O:9])=[CH:13][CH:14]=3)=[CH:23][N:22]=2)[NH:29][N:28]=1. (4) Given the reactants [F:1][C:2]([F:16])([CH3:15])[CH2:3][O:4][C:5]1[CH:10]=[CH:9][C:8]([C:11](=O)[CH3:12])=[CH:7][C:6]=1[CH3:14].[CH3:17][C:18]([S@:21]([NH2:23])=[O:22])([CH3:20])[CH3:19], predict the reaction product. The product is: [F:1][C:2]([F:16])([CH3:15])[CH2:3][O:4][C:5]1[CH:10]=[CH:9][C:8]([CH:11]([NH:23][S@@:21]([C:18]([CH3:20])([CH3:19])[CH3:17])=[O:22])[CH3:12])=[CH:7][C:6]=1[CH3:14]. (5) Given the reactants [NH2:1][C:2]1[CH:11]=[CH:10][CH:9]=[C:8]2[C:3]=1[CH:4]=[CH:5][N:6]([C@H:13]([CH:18]([CH3:20])[CH3:19])[C:14]([NH:16][CH3:17])=[O:15])[C:7]2=[O:12].[C:21]12([CH2:31][C:32](O)=[O:33])[CH2:30][CH:25]3[CH2:26][CH:27]([CH2:29][CH:23]([CH2:24]3)[CH2:22]1)[CH2:28]2.O.ON1C2C=CC=CC=2N=N1.Cl.CN(C)CCCN=C=NCC.C(N(CC)C(C)C)(C)C.CN(C)C=O, predict the reaction product. The product is: [C:21]12([CH2:31][C:32]([NH:1][C:2]3[CH:11]=[CH:10][CH:9]=[C:8]4[C:3]=3[CH:4]=[CH:5][N:6]([C@H:13]([CH:18]([CH3:20])[CH3:19])[C:14]([NH:16][CH3:17])=[O:15])[C:7]4=[O:12])=[O:33])[CH2:28][CH:27]3[CH2:26][CH:25]([CH2:24][CH:23]([CH2:29]3)[CH2:22]1)[CH2:30]2. (6) Given the reactants Br[C:2]([CH3:16])([CH3:15])[C:3]([NH:5][C:6]1[CH:10]=[C:9]([C:11]([CH3:14])([CH3:13])[CH3:12])[O:8][N:7]=1)=[O:4].[Na+].[CH3:18][S:19]([C:22]1[CH:27]=[CH:26][C:25]([S:28]([O-:30])=[O:29])=[CH:24][CH:23]=1)(=[O:21])=[O:20].N1C=CC=CC=1.Cl, predict the reaction product. The product is: [C:11]([C:9]1[O:8][N:7]=[C:6]([NH:5][C:3](=[O:4])[C:2]([S:28]([C:25]2[CH:24]=[CH:23][C:22]([S:19]([CH3:18])(=[O:21])=[O:20])=[CH:27][CH:26]=2)(=[O:30])=[O:29])([CH3:16])[CH3:15])[CH:10]=1)([CH3:14])([CH3:13])[CH3:12]. (7) Given the reactants [Cl:1][C:2]1[CH:10]=[C:9]([C:11]([O:13][CH3:14])=[O:12])[CH:8]=[C:7]([Cl:15])[C:3]=1[C:4]([OH:6])=O.ON1C2N=CC=CC=2N=N1.CN(C1C=CC=CN=1)C.C[NH3+].F[P-](F)(F)(F)(F)F.N1(OC(N(C)C)=[N+](C)C)C2N=CC=CC=2N=N1.F[P-](F)(F)(F)(F)F.[NH:68]1[C:76]2[CH:75]=[CH:74][N:73]=[C:72]([NH:77][C:78]([CH:80]3[CH2:82][CH2:81]3)=[O:79])[C:71]=2[CH:70]=[CH:69]1.CCN(C(C)C)C(C)C, predict the reaction product. The product is: [Cl:15][C:7]1[CH:8]=[C:9]([CH:10]=[C:2]([Cl:1])[C:3]=1[C:4]([N:68]1[C:76]2[CH:75]=[CH:74][N:73]=[C:72]([NH:77][C:78]([CH:80]3[CH2:81][CH2:82]3)=[O:79])[C:71]=2[CH:70]=[CH:69]1)=[O:6])[C:11]([O:13][CH3:14])=[O:12]. (8) Given the reactants CC(OI1(OC(C)=O)(OC(C)=O)OC(=O)C2C=CC=CC1=2)=O.N1C=CC=CC=1.[F:29][C:30]1[CH:57]=[CH:56][CH:55]=[C:54]([F:58])[C:31]=1[CH2:32][O:33][C:34]1[C:35]2[N:36]([C:40]([C:44]([NH:46][C@H:47]([CH2:50][CH2:51][CH2:52][CH3:53])[CH2:48][OH:49])=[O:45])=[C:41]([CH3:43])[N:42]=2)[CH:37]=[CH:38][CH:39]=1.[OH-].[Na+], predict the reaction product. The product is: [F:29][C:30]1[CH:57]=[CH:56][CH:55]=[C:54]([F:58])[C:31]=1[CH2:32][O:33][C:34]1[C:35]2[N:36]([C:40]([C:44]([NH:46][C@H:47]([CH2:50][CH2:51][CH2:52][CH3:53])[CH:48]=[O:49])=[O:45])=[C:41]([CH3:43])[N:42]=2)[CH:37]=[CH:38][CH:39]=1.